From a dataset of Forward reaction prediction with 1.9M reactions from USPTO patents (1976-2016). Predict the product of the given reaction. Given the reactants [NH2:1][C:2]1[CH:9]=[C:8]([Cl:10])C=CC=1C#N.[CH3:11][Mg]Cl.[O:14]1[CH2:18][CH2:17][CH2:16][CH2:15]1, predict the reaction product. The product is: [NH2:1][C:2]1[CH:9]=[C:8]([Cl:10])[CH:15]=[CH:16][C:17]=1[C:18](=[O:14])[CH3:11].